Dataset: Full USPTO retrosynthesis dataset with 1.9M reactions from patents (1976-2016). Task: Predict the reactants needed to synthesize the given product. (1) The reactants are: [NH2:1][C:2]1[C:3]([OH:12])=[C:4]([CH:9]=[CH:10][CH:11]=1)[C:5]([O:7][CH3:8])=[O:6].N1C=CC=CC=1.Cl[C:20]([C:22]1[CH:27]=[CH:26][C:25]([CH:28]2[CH2:32][CH2:31][CH2:30][N:29]2[C:33]([O:35][CH2:36][C:37]2[CH:42]=[CH:41][CH:40]=[CH:39][CH:38]=2)=[O:34])=[CH:24][C:23]=1[F:43])=[O:21]. Given the product [F:43][C:23]1[CH:24]=[C:25]([CH:28]2[CH2:32][CH2:31][CH2:30][N:29]2[C:33]([O:35][CH2:36][C:37]2[CH:38]=[CH:39][CH:40]=[CH:41][CH:42]=2)=[O:34])[CH:26]=[CH:27][C:22]=1[C:20](=[O:21])[NH:1][C:2]1[CH:11]=[CH:10][CH:9]=[C:4]([C:5]([O:7][CH3:8])=[O:6])[C:3]=1[OH:12], predict the reactants needed to synthesize it. (2) The reactants are: [F:1][C:2]1[CH:7]=[CH:6][CH:5]=[CH:4][C:3]=1[C:8]1[CH:16]=[CH:15][CH:14]=[C:13]2[C:9]=1[CH2:10][CH2:11][NH:12]2.Cl.CN(C)CCCN=C=NCC.[N:29]1([C:35]2[N:36]=[C:37]([CH2:42][C:43]([O-])=[O:44])[NH:38][C:39](=[O:41])[CH:40]=2)[CH2:34][CH2:33][O:32][CH2:31][CH2:30]1.[Na+]. Given the product [F:1][C:2]1[CH:7]=[CH:6][CH:5]=[CH:4][C:3]=1[C:8]1[CH:16]=[CH:15][CH:14]=[C:13]2[C:9]=1[CH2:10][CH2:11][N:12]2[C:43](=[O:44])[CH2:42][C:37]1[NH:38][C:39](=[O:41])[CH:40]=[C:35]([N:29]2[CH2:30][CH2:31][O:32][CH2:33][CH2:34]2)[N:36]=1, predict the reactants needed to synthesize it. (3) Given the product [CH3:1][CH:2]1[CH2:7][CH2:6][CH2:5][CH2:4][N:3]1[C:8]1[CH:13]=[CH:12][N:11]=[CH:10][C:9]=1[NH2:14], predict the reactants needed to synthesize it. The reactants are: [CH3:1][CH:2]1[CH2:7][CH2:6][CH2:5][CH2:4][N:3]1[C:8]1[CH:13]=[CH:12][N:11]=[CH:10][C:9]=1[N+:14]([O-])=O.[H][H]. (4) Given the product [ClH:35].[CH3:1][S:2][C:3]1[C:11]2[C:6](=[CH:7][C:8]([N:12]3[CH2:15][CH:14]([N:16]4[CH2:17][CH2:18][NH:19][CH2:20][CH2:21]4)[CH2:13]3)=[CH:9][CH:10]=2)[N:5]([C:29]2[CH:30]=[CH:31][CH:32]=[CH:33][CH:34]=2)[N:4]=1, predict the reactants needed to synthesize it. The reactants are: [CH3:1][S:2][C:3]1[C:11]2[C:6](=[CH:7][C:8]([N:12]3[CH2:15][CH:14]([N:16]4[CH2:21][CH2:20][N:19](C(OC(C)(C)C)=O)[CH2:18][CH2:17]4)[CH2:13]3)=[CH:9][CH:10]=2)[N:5]([C:29]2[CH:34]=[CH:33][CH:32]=[CH:31][CH:30]=2)[N:4]=1.[ClH:35].